The task is: Regression. Given a peptide amino acid sequence and an MHC pseudo amino acid sequence, predict their binding affinity value. This is MHC class I binding data.. This data is from Peptide-MHC class I binding affinity with 185,985 pairs from IEDB/IMGT. (1) The peptide sequence is FLKEKGGL. The MHC is HLA-B35:03 with pseudo-sequence HLA-B35:03. The binding affinity (normalized) is 0.172. (2) The peptide sequence is VTLFSNLGY. The MHC is HLA-A02:11 with pseudo-sequence HLA-A02:11. The binding affinity (normalized) is 0.0847. (3) The peptide sequence is TLYCVHQRI. The MHC is HLA-B58:01 with pseudo-sequence HLA-B58:01. The binding affinity (normalized) is 0.232. (4) The peptide sequence is EKFFPSSSY. The MHC is HLA-A69:01 with pseudo-sequence HLA-A69:01. The binding affinity (normalized) is 0.0847. (5) The peptide sequence is HTVGLGQGY. The MHC is HLA-A02:03 with pseudo-sequence HLA-A02:03. The binding affinity (normalized) is 0.0847.